This data is from Reaction yield outcomes from USPTO patents with 853,638 reactions. The task is: Predict the reaction yield, written as a fraction of the theoretical maximum amount of product (1.0 means a 100% yield; for example, 0.34 means a 34% yield). (1) The reactants are [F:1][CH2:2][CH2:3][OH:4].C(N(CC)CC)C.[O:12](S(C(F)(F)F)(=O)=O)[S:13]([C:16]([F:19])([F:18])[F:17])(=O)=[O:14].O. The catalyst is ClCCl. The product is [F:17][C:16]([F:19])([F:18])[S:13]([O:4][CH2:3][CH2:2][F:1])(=[O:14])=[O:12]. The yield is 0.820. (2) The reactants are CCN(C(C)C)C(C)C.OC(C(F)(F)F)=O.[O:17]=[C:18]([N:35]1[CH2:40][CH2:39][NH:38][CH2:37][CH2:36]1)[CH2:19][NH:20][C:21]([C:23]1[CH:28]=[CH:27][C:26]([C:29]2[CH:34]=[CH:33][CH:32]=[CH:31][CH:30]=2)=[CH:25][CH:24]=1)=[O:22].C1C=CC2N(O)N=NC=2C=1.CCN=C=NCCCN(C)C.Cl.[F:63][C:64]1[CH:72]=[CH:71][CH:70]=[CH:69][C:65]=1[C:66](O)=[O:67]. The catalyst is CN(C=O)C.O. The product is [F:63][C:64]1[CH:72]=[CH:71][CH:70]=[CH:69][C:65]=1[C:66]([N:38]1[CH2:39][CH2:40][N:35]([C:18](=[O:17])[CH2:19][NH:20][C:21]([C:23]2[CH:24]=[CH:25][C:26]([C:29]3[CH:34]=[CH:33][CH:32]=[CH:31][CH:30]=3)=[CH:27][CH:28]=2)=[O:22])[CH2:36][CH2:37]1)=[O:67]. The yield is 0.414. (3) The reactants are [Cl:1][C:2]1[CH:3]=[C:4]([N:10]2[CH:18]([CH:19]3[CH2:23][CH2:22][CH2:21][CH2:20]3)[CH:17]3[C:12]([C:13]4[CH:27]=[CH:26][C:25]([C:28]([OH:30])=[O:29])=[CH:24][C:14]=4[CH2:15][CH2:16]3)=[N:11]2)[CH:5]=[CH:6][C:7]=1[C:8]#[N:9].[CH:31]1([CH2:37]O)[CH2:36][CH2:35][CH2:34][CH2:33][CH2:32]1. No catalyst specified. The product is [Cl:1][C:2]1[CH:3]=[C:4]([N:10]2[CH:18]([CH:19]3[CH2:20][CH2:21][CH2:22][CH2:23]3)[CH:17]3[C:12]([C:13]4[CH:27]=[CH:26][C:25]([C:28]([O:30][CH2:37][CH:31]5[CH2:36][CH2:35][CH2:34][CH2:33][CH2:32]5)=[O:29])=[CH:24][C:14]=4[CH2:15][CH2:16]3)=[N:11]2)[CH:5]=[CH:6][C:7]=1[C:8]#[N:9]. The yield is 0.670. (4) The reactants are [Cl:1][C:2]1[CH:3]=[C:4]2[C:9](=[CH:10][CH:11]=1)[N:8]=[C:7]([CH2:12]Cl)[C:6]([C:14]([O:16][CH2:17][CH3:18])=[O:15])=[C:5]2[C:19]1[CH:24]=[CH:23][CH:22]=[CH:21][CH:20]=1.[C:25]1(=[O:35])[NH:29][C:28](=[O:30])[C:27]2=[CH:31][CH:32]=[CH:33][CH:34]=[C:26]12.[K]. The catalyst is CN(C)C=O.C(OCC)(=O)C. The product is [Cl:1][C:2]1[CH:3]=[C:4]2[C:9](=[CH:10][CH:11]=1)[N:8]=[C:7]([CH2:12][N:29]1[C:25](=[O:35])[C:26]3[C:27](=[CH:31][CH:32]=[CH:33][CH:34]=3)[C:28]1=[O:30])[C:6]([C:14]([O:16][CH2:17][CH3:18])=[O:15])=[C:5]2[C:19]1[CH:24]=[CH:23][CH:22]=[CH:21][CH:20]=1. The yield is 0.820. (5) The reactants are [Br:1][C:2]1[CH:3]=[C:4]2[C:8](=[CH:9][CH:10]=1)[CH:7](O)[CH2:6][CH2:5]2.O.C1(C)C=CC(S(O)(=O)=O)=CC=1. The catalyst is C1C=CC=CC=1. The product is [Br:1][C:2]1[CH:3]=[C:4]2[C:8](=[CH:9][CH:10]=1)[CH2:7][CH:6]=[CH:5]2. The yield is 0.870. (6) The product is [O:20]=[C:17]1[C:8]2[CH:9]=[CH:10][CH:11]=[C:12]3[O:13][C:14]4[CH:15]=[CH:16][C:3]([CH2:2][O:1][P:21](=[O:22])([O:31][CH2:32][C:33]5[CH:38]=[CH:37][CH:36]=[CH:35][CH:34]=5)[O:23][CH2:24][C:25]5[CH:30]=[CH:29][CH:28]=[CH:27][CH:26]=5)=[CH:4][C:5]=4[C:6]([C:7]=23)=[N:19][NH:18]1. The yield is 0.400. The reactants are [OH:1][CH2:2][C:3]1[CH:16]=[CH:15][C:14]2[O:13][C:12]3[C:7]4=[C:8]([C:17](=[O:20])[NH:18][N:19]=[C:6]4[C:5]=2[CH:4]=1)[CH:9]=[CH:10][CH:11]=3.[P:21]([O-])([O:31][CH2:32][C:33]1[CH:38]=[CH:37][CH:36]=[CH:35][CH:34]=1)([O:23][CH2:24][C:25]1[CH:30]=[CH:29][CH:28]=[CH:27][CH:26]=1)=[O:22].C1(P(C2C=CC=CC=2)C2C=CC=CC=2)C=CC=CC=1.N(C(OC(C)C)=O)=NC(OC(C)C)=O. The catalyst is CN(C=O)C.